This data is from Full USPTO retrosynthesis dataset with 1.9M reactions from patents (1976-2016). The task is: Predict the reactants needed to synthesize the given product. (1) Given the product [CH2:23]([O:25][C:26]([C:28]1[C:29]2[C:37](=[O:38])[CH2:36][CH2:35][CH2:34][CH2:33][C:30]=2[N:31]([C:9]([O:11][C:12]([CH3:13])([CH3:14])[CH3:15])=[O:10])[CH:32]=1)=[O:27])[CH3:24], predict the reactants needed to synthesize it. The reactants are: [C:9](O[C:9]([O:11][C:12]([CH3:15])([CH3:14])[CH3:13])=[O:10])([O:11][C:12]([CH3:15])([CH3:14])[CH3:13])=[O:10].C(N(CC)CC)C.[CH2:23]([O:25][C:26]([C:28]1[C:29]2[C:37](=[O:38])[CH2:36][CH2:35][CH2:34][CH2:33][C:30]=2[NH:31][CH:32]=1)=[O:27])[CH3:24].C(=O)(O)[O-].[Na+]. (2) Given the product [CH2:1]([C:3]1[CH:4]=[CH:5][C:6]([CH3:12])=[C:7]([OH:24])[CH:8]=1)[CH3:2], predict the reactants needed to synthesize it. The reactants are: [CH2:1]([C:3]1[CH:4]=[CH:5][C:6]([CH3:12])=[C:7](C(=O)C)[CH:8]=1)[CH3:2].C(C1C=CC(C)=CC=1C(=[O:24])C)C.ClC1C=CC=C(C(OO)=O)C=1.C1(C)C=CC(S(O)(=O)=O)=CC=1.C([O-])([O-])=O.[K+].[K+].